This data is from Full USPTO retrosynthesis dataset with 1.9M reactions from patents (1976-2016). The task is: Predict the reactants needed to synthesize the given product. The reactants are: Br[C:2]1[CH:3]=[C:4]([C:8]2[C:13]3[O:14][C:15]4[CH:20]=[CH:19][CH:18]=[CH:17][C:16]=4[C:12]=3[CH:11]=[CH:10][CH:9]=2)[CH:5]=[CH:6][CH:7]=1.CC(C)([O-])C.[Na+].[CH3:27][C:28]1[CH:34]=[CH:33][CH:32]=[C:31]([CH3:35])[C:29]=1[NH2:30].C(P(C(C)(C)C)C(C)(C)C)(C)(C)C. Given the product [CH:11]1[C:12]2[C:16]3[CH:17]=[CH:18][CH:19]=[CH:20][C:15]=3[O:14][C:13]=2[C:8]([C:4]2[CH:3]=[C:2]([NH:30][C:29]3[C:31]([CH3:35])=[CH:32][CH:33]=[CH:34][C:28]=3[CH3:27])[CH:7]=[CH:6][CH:5]=2)=[CH:9][CH:10]=1, predict the reactants needed to synthesize it.